This data is from Full USPTO retrosynthesis dataset with 1.9M reactions from patents (1976-2016). The task is: Predict the reactants needed to synthesize the given product. Given the product [CH2:9]1[C:10]2[C:15](=[CH:14][C:13]([OH:17])=[CH:12][C:11]=2[OH:18])[O:16][C@H:7]([C:6]2[CH:1]=[C:1]3[C:6]([C@H:7]4[O:16][C:15]5[C:10](=[C:11]([OH:18])[CH:12]=[C:13]([OH:17])[CH:14]=5)[CH2:9][C@@H:8]4[OH:19])=[CH:5][C:4]([OH:20])=[C:3]([OH:21])[C:2]3=[C:3]([OH:21])[C:4](=[O:20])[CH:5]=2)[C@@H:8]1[OH:19], predict the reactants needed to synthesize it. The reactants are: [CH:1]1[C:6]([CH:7]2[O:16][C:15]3[CH:14]=[C:13]([OH:17])[CH:12]=[C:11]([OH:18])[C:10]=3[CH2:9][CH:8]2[OH:19])=[CH:5][C:4]([OH:20])=[C:3]([OH:21])[CH:2]=1.OO.